This data is from Full USPTO retrosynthesis dataset with 1.9M reactions from patents (1976-2016). The task is: Predict the reactants needed to synthesize the given product. Given the product [CH3:32][O:33][CH2:2][CH2:3][CH2:4][S:5]([N:8]1[CH2:13][CH2:12][CH:11]([C:14]2[C:22]3[C:17](=[C:18]([C:29]([NH2:31])=[O:30])[CH:19]=[C:20]([C:23]4[CH:28]=[CH:27][CH:26]=[CH:25][CH:24]=4)[CH:21]=3)[NH:16][CH:15]=2)[CH2:10][CH2:9]1)(=[O:7])=[O:6], predict the reactants needed to synthesize it. The reactants are: Cl[CH2:2][CH2:3][CH2:4][S:5]([N:8]1[CH2:13][CH2:12][CH:11]([C:14]2[C:22]3[C:17](=[C:18]([C:29]([NH2:31])=[O:30])[CH:19]=[C:20]([C:23]4[CH:28]=[CH:27][CH:26]=[CH:25][CH:24]=4)[CH:21]=3)[NH:16][CH:15]=2)[CH2:10][CH2:9]1)(=[O:7])=[O:6].[CH3:32][O-:33].[Na+].